This data is from Peptide-MHC class I binding affinity with 185,985 pairs from IEDB/IMGT. The task is: Regression. Given a peptide amino acid sequence and an MHC pseudo amino acid sequence, predict their binding affinity value. This is MHC class I binding data. (1) The peptide sequence is STIFDIVSK. The MHC is HLA-A33:01 with pseudo-sequence HLA-A33:01. The binding affinity (normalized) is 0.129. (2) The peptide sequence is AMYVAIQAVL. The binding affinity (normalized) is 0.719. The MHC is HLA-A02:02 with pseudo-sequence HLA-A02:02. (3) The peptide sequence is HYLCLNCLT. The MHC is HLA-A29:02 with pseudo-sequence HLA-A29:02. The binding affinity (normalized) is 0.0995. (4) The peptide sequence is LPSCPTNFCIF. The binding affinity (normalized) is 0.0847. The MHC is HLA-A25:01 with pseudo-sequence HLA-A25:01.